From a dataset of Full USPTO retrosynthesis dataset with 1.9M reactions from patents (1976-2016). Predict the reactants needed to synthesize the given product. (1) Given the product [Cl:18][C:19]1[N:24]=[C:23]([N:8]2[CH:7]([C:1]3[CH:2]=[CH:3][CH:4]=[CH:5][CH:6]=3)[C:11]3([CH2:12][CH2:13][O:14][CH2:15][CH2:16]3)[O:10][C:9]2=[O:17])[CH:22]=[CH:21][N:20]=1, predict the reactants needed to synthesize it. The reactants are: [C:1]1([CH:7]2[C:11]3([CH2:16][CH2:15][O:14][CH2:13][CH2:12]3)[O:10][C:9](=[O:17])[NH:8]2)[CH:6]=[CH:5][CH:4]=[CH:3][CH:2]=1.[Cl:18][C:19]1[N:24]=[C:23](Cl)[CH:22]=[CH:21][N:20]=1.[H-].[Na+].C([O-])(O)=O.[Na+]. (2) Given the product [CH3:13][O:14][C:15]1[CH:16]=[C:17](/[CH:27]=[CH:28]/[C:29]([NH:31][NH:32][C:37](=[O:38])[C:36]2[CH:40]=[CH:41][CH:42]=[C:34]([F:33])[CH:35]=2)=[O:30])[CH:18]=[CH:19][C:20]=1[N:21]1[CH:25]=[C:24]([CH3:26])[N:23]=[CH:22]1, predict the reactants needed to synthesize it. The reactants are: C1C=CC2N(O)N=NC=2C=1.Cl.Cl.[CH3:13][O:14][C:15]1[CH:16]=[C:17](/[CH:27]=[CH:28]/[C:29]([NH:31][NH2:32])=[O:30])[CH:18]=[CH:19][C:20]=1[N:21]1[CH:25]=[C:24]([CH3:26])[N:23]=[CH:22]1.[F:33][C:34]1[CH:35]=[C:36]([CH:40]=[CH:41][CH:42]=1)[C:37](O)=[O:38].C(N(C(C)C)CC)(C)C. (3) Given the product [C:27]([OH:31])(=[O:30])[CH:28]=[CH2:29].[NH2:20][C:27]([O:31][CH2:32][CH3:33])=[O:30], predict the reactants needed to synthesize it. The reactants are: CCCCO[C@H](CO)CC.CC1(C)CC(C[N:20]=C=O)(C)CC(N=C=O)C1.[C:27]([O:31][CH2:32][CH2:33]O)(=[O:30])[CH:28]=[CH2:29]. (4) Given the product [NH2:11][CH2:12][CH2:13][N:14]1[C:22]2[C:17](=[CH:18][CH:19]=[C:20]([C:23]([N:25]([CH:39]([CH3:40])[CH3:41])[C@@H:26]3[CH2:31][CH2:30][CH2:29][N:28]([C:32]([O:34][C:35]([CH3:36])([CH3:37])[CH3:38])=[O:33])[CH2:27]3)=[O:24])[CH:21]=2)[C:16]([CH3:42])([CH3:43])[C:15]1=[O:44], predict the reactants needed to synthesize it. The reactants are: C(OC([NH:11][CH2:12][CH2:13][N:14]1[C:22]2[C:17](=[CH:18][CH:19]=[C:20]([C:23]([N:25]([CH:39]([CH3:41])[CH3:40])[C@@H:26]3[CH2:31][CH2:30][CH2:29][N:28]([C:32]([O:34][C:35]([CH3:38])([CH3:37])[CH3:36])=[O:33])[CH2:27]3)=[O:24])[CH:21]=2)[C:16]([CH3:43])([CH3:42])[C:15]1=[O:44])=O)C1C=CC=CC=1. (5) Given the product [C:1]([OH:8])(=[O:7])/[CH:2]=[CH:3]/[C:4]([OH:6])=[O:5].[Cl:9][C:10]1[CH:17]=[CH:16][C:13]([C:14]#[N:15])=[C:12]([O:18][C:19]2[CH:24]=[CH:23][CH:22]=[C:21]([CH2:25][N:26]([CH3:27])[CH3:28])[C:20]=2[S:29]([CH2:30][CH3:31])=[O:5])[CH:11]=1, predict the reactants needed to synthesize it. The reactants are: [C:1]([OH:8])(=[O:7])/[CH:2]=[CH:3]/[C:4]([OH:6])=[O:5].[Cl:9][C:10]1[CH:17]=[CH:16][C:13]([C:14]#[N:15])=[C:12]([O:18][C:19]2[CH:24]=[CH:23][CH:22]=[C:21]([CH2:25][N:26]([CH3:28])[CH3:27])[C:20]=2[S:29][CH2:30][CH3:31])[CH:11]=1. (6) Given the product [C:1]([O:5][CH2:26][CH2:17][O:18][C:19]1[CH:24]=[CH:23][C:22]([O:25][C:6]2[CH:7]=[CH:8][CH:9]=[CH:10][CH:11]=2)=[CH:21][CH:20]=1)(=[O:4])[CH:2]=[CH2:3], predict the reactants needed to synthesize it. The reactants are: [C:1]([OH:5])(=[O:4])[CH:2]=[CH2:3].[C:6]1(C)[CH:11]=[CH:10][C:9](S(O)(=O)=O)=[CH:8][CH:7]=1.[CH3:17][O:18][C:19]1[CH:24]=[CH:23][C:22]([OH:25])=[CH:21][CH:20]=1.[C:26]1(C)C=CC=CC=1.